Dataset: Experimentally validated miRNA-target interactions with 360,000+ pairs, plus equal number of negative samples. Task: Binary Classification. Given a miRNA mature sequence and a target amino acid sequence, predict their likelihood of interaction. (1) The miRNA is hsa-miR-651-3p with sequence AAAGGAAAGUGUAUCCUAAAAG. The protein sequence of the target gene is MGKPSSMDTKFKDDLFRKYVQFHESKVDTTTSRQRPGSDECLRVAASTLLSLHKVDPFYRFRLIQFYEVVESSLRSLSSSSLRALHGAFSMLETVGINLFLYPWKKEFRSIKTYTGPFVYYVKSTLLEEDIRAILSCMGYTPELGTAYKLRELVETLQVKMVSFELFLAKVECEQMLEIHSQVKDKGYSELDIVSERKSSAEDVRGCSDALRRRAEGREHLTASMSRVALQKSASERAAKDYYKPRVTKPSRSVDAYDSYWESRKPPLKASLSLRKEPVATDVGDDLKDEIIRPSPSLLT.... Result: 1 (interaction). (2) The miRNA is hsa-miR-497-5p with sequence CAGCAGCACACUGUGGUUUGU. The protein sequence of the target gene is MAGIPGLLFLLFFLLCAVGQVSPYSAPWKPTWPAYRLPVVLPQSTLNLAKPDFGAEAKLEVSSSCGPQCHKGTPLPTYEEAKQYLSYETLYANGSRTETQVGIYILSSSGDGAQHRDSGSSGKSRRKRQIYGYDSRFSIFGKDFLLNYPFSTSVKLSTGCTGTLVAEKHVLTAAHCIHDGKTYVKGTQKLRVGFLKPKFKDGGRGANDSTSAMPEQMKFQWIRVKRTHVPKGWIKGNANDIGMDYDYALLELKKPHKRKFMKIGVSPPAKQLPGGRIHFSGYDNDRPGNLVYRFCDVKDE.... Result: 0 (no interaction). (3) The miRNA is hsa-miR-371b-5p with sequence ACUCAAAAGAUGGCGGCACUUU. The protein sequence of the target gene is MQGEDARYLKRKVKGGNIDVHPSEKALIVQYEVEATILGEMGDPMLGERKECQKIIRLKSLNANTDITSLARKVVEECKLIHPSKLSEVEQLLYYLQNRRDSLPGKEKKEKSSKPKDPPPFEGMEIDEVANINDMDEYIELLYEDIPDKVRGSALILQLARNPDNLEELLLNETALGALARVLREDWKQSVELATNIIYIFFCFSSFSHFHGLITHYKIGALCMNIIDHELKRHELWQEELSKKKKAVDEDLENQTLRKDYDKTFKKYQGLVVKQEQLLRVALYLLLNLAEDTRTELKMR.... Result: 0 (no interaction). (4) The miRNA is hsa-miR-664b-3p with sequence UUCAUUUGCCUCCCAGCCUACA. The protein sequence of the target gene is MFQRLNKMFVGEVTTSSSQEPEFSEKEDDEWILVDFIDTCPGFSAEEEEEDEDIGEESSAEHTSVFSCLPASLECLTDTSDSCFLQFESCPMEESWFITPPPCFTAGGLTTIKVETSPMENLLIEHPSMSVYAVHNSCPGLSEASCGNDEYNSSGPRMEAQSEMGKHIHCCVAALAAQATFLEQPKSFRPSQWIKGHSERQSLNRNGLRRQNLTRDCHTRQMKHSGWVVHQPCPRQYNY. Result: 0 (no interaction). (5) The miRNA is hsa-miR-128-3p with sequence UCACAGUGAACCGGUCUCUUU. The protein sequence of the target gene is MSAAKENPCRKFQANIFNKSKCQNCFKPRESHLLNDEDLTQAKPIYGGWLLLAPDGTDFDNPVHRSRKWQRRFFILYEHGLLRYALDEMPTTLPQGTINMNQCTDVVDGEGRTGQKFSLCILTPEKEHFIRAETKEIVSGWLEMLMVYPRTNKQNQKKKRKVEPPTPQEPGPAKVAVTSSSSSSSSSSSIPSAEKVPTTKSTLWQEEMRTKDQPDGSSLSPAQSPSQSQPPAASSLREPGLESKEEESAMSSDRMDCGRKVRVESGYFSLEKTKQDLKAEEQQLPPPLSPPSPSTPNHRR.... Result: 1 (interaction). (6) The protein sequence of the target gene is MASATAPAAAVPTLASPLEQLRHLAEELRLLLPRVRVGEAQETTEEFNREMFWRRLNEAAVTVSREATTLTIVFSQLPLPSPQETQKFCEQVHAAIKAFIAVYYLLPKDQGITLRKLVRGATLDIVDGMAQLMEVLSVTPTQSPENNDLISYNSVWVACQQMPQIPRDNKAAALLMLTKNVDFVKDAHEEMEQAVEECDPYSGLLNDTEENNSDNHNHEDDVLGFPSNQDLYWSEDDQELIIPCLALVRASKACLKKIRMLVAENGKKDQVAQLDDIVDISDEISPSVDDLALSIYPPMC.... The miRNA is mmu-miR-326-5p with sequence GGGGGCAGGGCCUUUGUGAAGGCG. Result: 0 (no interaction).